Dataset: Catalyst prediction with 721,799 reactions and 888 catalyst types from USPTO. Task: Predict which catalyst facilitates the given reaction. (1) Reactant: Cl[CH2:2][CH2:3][N:4]([CH3:11])[C:5]1[CH:10]=[CH:9][CH:8]=[CH:7][CH:6]=1.C([O-])([O-])=O.[K+].[K+].[C:18]1([CH:25]=[CH:24][C:22]([OH:23])=[CH:21][CH:20]=1)[OH:19]. Product: [CH3:11][N:4]([C:5]1[CH:10]=[CH:9][CH:8]=[CH:7][CH:6]=1)[CH2:3][CH2:2][O:19][C:18]1[CH:25]=[CH:24][C:22]([OH:23])=[CH:21][CH:20]=1. The catalyst class is: 3. (2) Reactant: [OH:1][C:2]1[CH:3]=[CH:4][CH:5]=[C:6]2[C:11]=1[N:10]=[CH:9][CH:8]=[CH:7]2.[H-].[Na+].[CH3:14]I. Product: [CH3:14][O:1][C:2]1[CH:3]=[CH:4][CH:5]=[C:6]2[C:11]=1[N:10]=[CH:9][CH:8]=[CH:7]2. The catalyst class is: 3. (3) Reactant: C(OC([N:8]1[CH2:13][CH2:12][CH:11]([N:14]2[CH2:19][CH2:18][N:17]([C:20]([O:22][CH2:23][C:24]3[CH:29]=[CH:28][CH:27]=[CH:26][CH:25]=3)=[O:21])[CH2:16][CH2:15]2)[CH2:10][CH2:9]1)=O)(C)(C)C.[OH-].[Na+]. Product: [NH:8]1[CH2:13][CH2:12][CH:11]([N:14]2[CH2:15][CH2:16][N:17]([C:20]([O:22][CH2:23][C:24]3[CH:29]=[CH:28][CH:27]=[CH:26][CH:25]=3)=[O:21])[CH2:18][CH2:19]2)[CH2:10][CH2:9]1. The catalyst class is: 55. (4) Reactant: C([CH:3]([C:5]1[CH:6]=[C:7]2[N:12]([C:13]=1[C:14]1[CH:19]=[CH:18][CH:17]=[CH:16][N:15]=1)[CH:11]=[CH:10][CH:9]=[CH:8]2)O)C.[N:20]1[C:28]([NH2:29])=[C:27]2[C:23]([N:24]=[CH:25][NH:26]2)=[N:22][CH:21]=1.C1C=CC(P(C2C=CC=CC=2)C2C=CC=CC=2)=CC=1.CC(OC(/N=N/C(OC(C)C)=O)=O)C. Product: [N:15]1[CH:16]=[CH:17][CH:18]=[CH:19][C:14]=1[C:13]1[N:12]2[C:7]([CH:8]=[CH:9][CH:10]=[CH:11]2)=[CH:6][C:5]=1[CH2:3][N:24]1[CH:25]=[N:26][C:27]2[C:23]1=[N:22][CH:21]=[N:20][C:28]=2[NH2:29]. The catalyst class is: 1. (5) Reactant: [Cl:1][C:2]1[CH:7]=[CH:6][C:5]([C:8](O)([C:27]2[N:28]([CH3:32])[CH:29]=[N:30][CH:31]=2)[C:9]2[CH:10]=[C:11]3[C:16](=[CH:17][CH:18]=2)[N:15]([CH3:19])[C:14](=[O:20])[CH:13]=[C:12]3[C:21]2[S:22][C:23]([CH3:26])=[CH:24][CH:25]=2)=[CH:4][CH:3]=1.S(Cl)(Cl)=O.CO.C(Cl)(Cl)Cl.[NH4+:44].[OH-]. Product: [NH2:44][C:8]([C:5]1[CH:6]=[CH:7][C:2]([Cl:1])=[CH:3][CH:4]=1)([C:27]1[N:28]([CH3:32])[CH:29]=[N:30][CH:31]=1)[C:9]1[CH:10]=[C:11]2[C:16](=[CH:17][CH:18]=1)[N:15]([CH3:19])[C:14](=[O:20])[CH:13]=[C:12]2[C:21]1[S:22][C:23]([CH3:26])=[CH:24][CH:25]=1. The catalyst class is: 11. (6) Reactant: [F:1][C:2]1[CH:7]=[CH:6][C:5]([S:8]([NH:11][C:12]2[CH:17]=[CH:16][C:15]([CH:18]([CH3:20])[CH3:19])=[CH:14][N:13]=2)(=[O:10])=[O:9])=[CH:4][CH:3]=1.[CH3:21][CH:22]([CH3:26])[CH:23](O)[CH3:24].C(#N)C. The catalyst class is: 11. Product: [F:1][C:2]1[CH:3]=[CH:4][C:5]([S:8]([N:11]([C:12]2[CH:17]=[CH:16][C:15]([CH:18]([CH3:20])[CH3:19])=[CH:14][N:13]=2)[CH:23]([CH:22]([CH3:26])[CH3:21])[CH3:24])(=[O:10])=[O:9])=[CH:6][CH:7]=1.